This data is from Full USPTO retrosynthesis dataset with 1.9M reactions from patents (1976-2016). The task is: Predict the reactants needed to synthesize the given product. (1) The reactants are: [CH3:1][O:2][C:3](=[O:12])[C:4]1[CH:9]=[CH:8][C:7](Br)=[CH:6][C:5]=1[NH2:11].[F:13][C:14]1[CH:19]=[CH:18][CH:17]=[CH:16][C:15]=1B(O)O.C(=O)([O-])[O-].[Na+].[Na+]. Given the product [CH3:1][O:2][C:3]([C:4]1[CH:9]=[CH:8][C:7]([C:15]2[CH:16]=[CH:17][CH:18]=[CH:19][C:14]=2[F:13])=[CH:6][C:5]=1[NH2:11])=[O:12], predict the reactants needed to synthesize it. (2) Given the product [F:1][C:2]1([F:25])[O:6][C:5]2[CH:7]=[CH:8][CH:9]=[C:10]([N:11]3[CH:16]=[CH:15][C:14](=[O:17])[C:13]([C:18]4[N:33]([C:29]5[CH:30]=[CH:31][CH:32]=[C:27]([F:26])[CH:28]=5)[N:34]=[CH:20][CH:19]=4)=[N:12]3)[C:4]=2[O:3]1, predict the reactants needed to synthesize it. The reactants are: [F:1][C:2]1([F:25])[O:6][C:5]2[CH:7]=[CH:8][CH:9]=[C:10]([N:11]3[CH:16]=[CH:15][C:14](=[O:17])[C:13]([C:18](=O)/[CH:19]=[CH:20]/N(C)C)=[N:12]3)[C:4]=2[O:3]1.[F:26][C:27]1[CH:28]=[C:29]([NH:33][NH2:34])[CH:30]=[CH:31][CH:32]=1. (3) Given the product [F:21][C:15]1[CH:16]=[C:17]([F:20])[CH:18]=[CH:19][C:14]=1[CH2:13][O:12][C:11]1[C:10]2[C:5](=[CH:6][CH:7]=[CH:8][CH:9]=2)[N:4]([CH2:22][C:23]2[CH:32]=[CH:31][C:26]([C:27]([O:29][CH3:30])=[O:28])=[CH:25][CH:24]=2)[C:3](=[O:33])[CH:2]=1, predict the reactants needed to synthesize it. The reactants are: Br[C:2]1[C:3](=[O:33])[N:4]([CH2:22][C:23]2[CH:32]=[CH:31][C:26]([C:27]([O:29][CH3:30])=[O:28])=[CH:25][CH:24]=2)[C:5]2[C:10]([C:11]=1[O:12][CH2:13][C:14]1[CH:19]=[CH:18][C:17]([F:20])=[CH:16][C:15]=1[F:21])=[CH:9][CH:8]=[CH:7][CH:6]=2. (4) Given the product [C:12]([O:11][C:9]([NH:16][C:17]1[CH:18]=[C:19]([CH:24]=[C:25]([C:27]([C:30]#[N:31])([CH3:28])[CH3:29])[CH:26]=1)[C:20]([O:22][CH3:23])=[O:21])=[O:10])([CH3:13])([CH3:14])[CH3:15], predict the reactants needed to synthesize it. The reactants are: [C:9](O[C:9]([O:11][C:12]([CH3:15])([CH3:14])[CH3:13])=[O:10])([O:11][C:12]([CH3:15])([CH3:14])[CH3:13])=[O:10].[NH2:16][C:17]1[CH:18]=[C:19]([CH:24]=[C:25]([C:27]([C:30]#[N:31])([CH3:29])[CH3:28])[CH:26]=1)[C:20]([O:22][CH3:23])=[O:21].C(=O)([O-])[O-].[K+].[K+].